From a dataset of Forward reaction prediction with 1.9M reactions from USPTO patents (1976-2016). Predict the product of the given reaction. (1) Given the reactants Br[C:2]1[CH:3]=[C:4]2[C:10]([I:11])=[CH:9][N:8]([S:12]([C:15]3[CH:21]=[CH:20][C:18]([CH3:19])=[CH:17][CH:16]=3)(=[O:14])=[O:13])[C:5]2=[N:6][CH:7]=1.[F:22][C:23]1[CH:28]=[C:27](C2C=C3C(I)=CNC3=NC=2)[CH:26]=[CH:25][C:24]=1[CH:39]1[CH2:44][CH2:43][N:42]([C:45]([O:47][C:48]([CH3:51])([CH3:50])[CH3:49])=[O:46])[CH2:41][CH2:40]1.C1(C)C=CC(S(Cl)(=O)=O)=CC=1, predict the reaction product. The product is: [F:22][C:23]1[CH:28]=[C:27]([C:2]2[CH:3]=[C:4]3[C:10]([I:11])=[CH:9][N:8]([S:12]([C:15]4[CH:21]=[CH:20][C:18]([CH3:19])=[CH:17][CH:16]=4)(=[O:14])=[O:13])[C:5]3=[N:6][CH:7]=2)[CH:26]=[CH:25][C:24]=1[CH:39]1[CH2:44][CH2:43][N:42]([C:45]([O:47][C:48]([CH3:51])([CH3:50])[CH3:49])=[O:46])[CH2:41][CH2:40]1. (2) Given the reactants [CH2:1]([N:3]([CH2:17][CH3:18])[C:4]1[CH:13]=[C:12]2[C:7]([CH:8]=[C:9]([CH:15]=O)[C:10](=[O:14])[O:11]2)=[CH:6][CH:5]=1)[CH3:2].[Br-:19].[C:20]([CH2:23][CH2:24][CH2:25][CH2:26][CH2:27][N+:28]1[C:37]2[C:32](=[CH:33][C:34]([CH3:38])=[CH:35][CH:36]=2)[C:31](C)=[CH:30][CH:29]=1)([OH:22])=[O:21].[CH3:40]O.O, predict the reaction product. The product is: [Br-:19].[C:20]([CH2:23][CH2:24][CH2:25][CH2:26][CH2:27][N+:28]1[C:37]2[C:32](=[CH:33][C:34]([CH3:38])=[CH:35][CH:36]=2)[CH:31]=[CH:30][C:29]=1/[CH:40]=[CH:15]/[C:9]1[C:10](=[O:14])[O:11][C:12]2[C:7]([CH:8]=1)=[CH:6][CH:5]=[C:4]([N:3]([CH2:17][CH3:18])[CH2:1][CH3:2])[CH:13]=2)([OH:22])=[O:21]. (3) Given the reactants Cl[C:2]1[C:11]2[C:6](=[CH:7][CH:8]=[CH:9][CH:10]=2)[C:5]([C:12]2[CH:17]=[CH:16][CH:15]=[CH:14][CH:13]=2)=[N:4][N:3]=1.[C:18]([N:25]1[CH2:30][C@@H:29]2[CH2:31][C@H:26]1[CH2:27][NH:28]2)([O:20][C:21]([CH3:24])([CH3:23])[CH3:22])=[O:19], predict the reaction product. The product is: [C:12]1([C:5]2[C:6]3[C:11](=[CH:10][CH:9]=[CH:8][CH:7]=3)[C:2]([N:28]3[CH2:27][C@@H:26]4[CH2:31][C@H:29]3[CH2:30][N:25]4[C:18]([O:20][C:21]([CH3:24])([CH3:23])[CH3:22])=[O:19])=[N:3][N:4]=2)[CH:17]=[CH:16][CH:15]=[CH:14][CH:13]=1. (4) Given the reactants Br[C:2]1[S:10][C:9]2[C:8](=[O:11])[N:7]([CH:12]3[CH2:17][CH2:16][N:15]([C:18]([O:20][C:21]([CH3:24])([CH3:23])[CH3:22])=[O:19])[CH2:14][CH2:13]3)[C:6](=[O:25])[N:5]([CH2:26][C:27]3[N:28]=[N:29][N:30]([CH2:32][CH3:33])[N:31]=3)[C:4]=2[CH:3]=1.[F:34][C:35]1[CH:40]=[CH:39][C:38](B(O)O)=[C:37]([O:44][CH3:45])[CH:36]=1.C(=O)(O)[O-].[Cs+], predict the reaction product. The product is: [CH2:32]([N:30]1[N:29]=[N:28][C:27]([CH2:26][N:5]2[C:4]3[CH:3]=[C:2]([C:38]4[CH:39]=[CH:40][C:35]([F:34])=[CH:36][C:37]=4[O:44][CH3:45])[S:10][C:9]=3[C:8](=[O:11])[N:7]([CH:12]3[CH2:13][CH2:14][N:15]([C:18]([O:20][C:21]([CH3:24])([CH3:22])[CH3:23])=[O:19])[CH2:16][CH2:17]3)[C:6]2=[O:25])=[N:31]1)[CH3:33].